From a dataset of Catalyst prediction with 721,799 reactions and 888 catalyst types from USPTO. Predict which catalyst facilitates the given reaction. (1) Reactant: [F:1][C:2]1[CH:3]=[CH:4][C:5]2[N:9]=[C:8]([C:10]3[O:11][C:12]([CH3:15])=[CH:13][CH:14]=3)[N:7]([C:16]3[C:24]4[O:23][CH2:22][C@@H:21]([N:25](C(=O)C(F)(F)F)[C:26]5[CH:39]=[CH:38][C:29]6[C@H:30]([CH2:33][C:34]([O:36]C)=[O:35])[CH2:31][O:32][C:28]=6[CH:27]=5)[C:20]=4[CH:19]=[CH:18][CH:17]=3)[C:6]=2[CH:46]=1.[OH-].[Na+].Cl. Product: [F:1][C:2]1[CH:3]=[CH:4][C:5]2[N:9]=[C:8]([C:10]3[O:11][C:12]([CH3:15])=[CH:13][CH:14]=3)[N:7]([C:16]3[C:24]4[O:23][CH2:22][C@@H:21]([NH:25][C:26]5[CH:39]=[CH:38][C:29]6[C@H:30]([CH2:33][C:34]([OH:36])=[O:35])[CH2:31][O:32][C:28]=6[CH:27]=5)[C:20]=4[CH:19]=[CH:18][CH:17]=3)[C:6]=2[CH:46]=1. The catalyst class is: 193. (2) Reactant: [NH:1]1[CH:5]=[CH:4][CH:3]=[C:2]1[C:6]([O:8][CH3:9])=[O:7].[H-].[Na+].Br[CH2:13][C:14]([C:16]1[CH:21]=[CH:20][C:19]([CH2:22][OH:23])=[CH:18][CH:17]=1)=[O:15].[NH4+].[Cl-]. Product: [OH:23][CH2:22][C:19]1[CH:20]=[CH:21][C:16]([C:14](=[O:15])[CH2:13][N:1]2[CH:5]=[CH:4][CH:3]=[C:2]2[C:6]([O:8][CH3:9])=[O:7])=[CH:17][CH:18]=1. The catalyst class is: 31. (3) Product: [N:1]1[C:10]2[C:5](=[CH:6][N:7]=[CH:8][CH:9]=2)[C:4]([S:11][C:13]2([C:17]([O:19][CH2:20][CH3:21])=[O:18])[CH2:16][CH2:15][CH2:14]2)=[CH:3][CH:2]=1. The catalyst class is: 9. Reactant: [N:1]1[C:10]2[C:5](=[CH:6][N:7]=[CH:8][CH:9]=2)[C:4]([SH:11])=[CH:3][CH:2]=1.Br[C:13]1([C:17]([O:19][CH2:20][CH3:21])=[O:18])[CH2:16][CH2:15][CH2:14]1.O. (4) Reactant: [N:1]([CH:4]([O:16][CH2:17][CH2:18][O:19][CH2:20][C:21]([O:23][CH2:24][CH3:25])=[O:22])[CH2:5][O:6][C:7]1[CH:15]=[CH:14][CH:13]=[CH:12][C:8]=1C(O)=O)=[N+:2]=[N-:3].C1C(=O)N(OC(ON2C(=O)CCC2=O)=O)C(=O)C1.[F:44][C:45]([F:50])([F:49])[C:46](O)=[O:47].[NH2:51][CH2:52][CH2:53][NH:54][C:55](=[O:60])C(F)(F)F.C(N(C(C)C)CC)(C)C. Product: [CH2:24]([O:23][C:21](=[O:22])[CH2:20][O:19][CH2:18][CH2:17][O:16][CH:4]([N:1]=[N+:2]=[N-:3])[CH2:5][O:6][C:7]1[CH:8]=[CH:12][CH:13]=[C:14]([C:55](=[O:60])[NH:54][CH2:53][CH2:52][NH:51][C:46](=[O:47])[C:45]([F:50])([F:49])[F:44])[CH:15]=1)[CH3:25]. The catalyst class is: 241. (5) Reactant: [CH3:1][C:2]1([CH3:12])[C:10]2[C:5](=[CH:6][CH:7]=[CH:8][CH:9]=2)[NH:4][C:3]1=[O:11].[H-].[Na+].[C:15]([O:19][C:20]([NH:22][C@H:23]1[CH2:28][CH2:27][C@H:26]([CH2:29]OS(C(F)(F)F)(=O)=O)[CH2:25][CH2:24]1)=[O:21])([CH3:18])([CH3:17])[CH3:16]. Product: [C:15]([O:19][C:20](=[O:21])[NH:22][CH:23]1[CH2:24][CH2:25][CH:26]([CH2:29][N:4]2[C:5]3[C:10](=[CH:9][CH:8]=[CH:7][CH:6]=3)[C:2]([CH3:12])([CH3:1])[C:3]2=[O:11])[CH2:27][CH2:28]1)([CH3:18])([CH3:16])[CH3:17]. The catalyst class is: 3.